The task is: Predict the product of the given reaction.. This data is from Forward reaction prediction with 1.9M reactions from USPTO patents (1976-2016). (1) Given the reactants [H-].[Na+].C1COCC1.[N:8]1([CH2:14][CH2:15][CH2:16][OH:17])[CH2:13][CH2:12][O:11][CH2:10][CH2:9]1.[CH2:18]([C:20]1[N:21]=[N+:22]([O-:31])[C:23]2[CH:29]=[CH:28][C:27](F)=[CH:26][C:24]=2[N:25]=1)[CH3:19], predict the reaction product. The product is: [CH2:18]([C:20]1[N:21]=[N+:22]([O-:31])[C:23]2[CH:29]=[CH:28][C:27]([O:17][CH2:16][CH2:15][CH2:14][N:8]3[CH2:13][CH2:12][O:11][CH2:10][CH2:9]3)=[CH:26][C:24]=2[N:25]=1)[CH3:19]. (2) Given the reactants [I:1][C:2]1[CH:17]=[CH:16][C:5]([CH2:6][C:7]2[CH:15]=[CH:14][C:10]([C:11]([OH:13])=[O:12])=[CH:9][CH:8]=2)=[CH:4][CH:3]=1.O[N:19]1[C:23](=[O:24])[CH2:22][CH2:21][C:20]1=[O:25].C1(N=C=NC2CCCCC2)CCCCC1, predict the reaction product. The product is: [I:1][C:2]1[CH:3]=[CH:4][C:5]([CH2:6][C:7]2[CH:15]=[CH:14][C:10]([C:11]([O:13][N:19]3[C:23](=[O:24])[CH2:22][CH2:21][C:20]3=[O:25])=[O:12])=[CH:9][CH:8]=2)=[CH:16][CH:17]=1. (3) Given the reactants Cl[C:2]1[CH:11]=[CH:10][C:9]2[C:4](=[CH:5][CH:6]=[CH:7][CH:8]=2)[N:3]=1.[CH2:12]([NH2:16])[CH2:13][CH2:14][NH2:15].CC([O-])(C)C.[Na+], predict the reaction product. The product is: [N:3]1[C:4]2[C:9](=[CH:8][CH:7]=[CH:6][CH:5]=2)[CH:10]=[CH:11][C:2]=1[NH:15][CH2:14][CH2:13][CH2:12][NH2:16]. (4) Given the reactants Br[C:2]1[CH:11]=[CH:10][CH:9]=[C:8]2[C:3]=1[CH2:4][CH2:5][N:6]([CH:12]1[CH2:16][CH2:15][S:14](=[O:18])(=[O:17])[CH2:13]1)[CH2:7]2.[CH3:19][O:20][C:21]1[N:26]=[N:25][C:24]([C:27]2[CH:28]=[C:29]([CH:31]=[CH:32][C:33]=2[CH3:34])[NH2:30])=[CH:23][CH:22]=1.CC1(C)C2C(=C(P(C3C=CC=CC=3)C3C=CC=CC=3)C=CC=2)OC2C(P(C3C=CC=CC=3)C3C=CC=CC=3)=CC=CC1=2.[O-]P([O-])([O-])=O.[K+].[K+].[K+], predict the reaction product. The product is: [O:17]=[S:14]1(=[O:18])[CH2:15][CH2:16][CH:12]([N:6]2[CH2:5][CH2:4][C:3]3[C:8](=[CH:9][CH:10]=[CH:11][C:2]=3[NH:30][C:29]3[CH:31]=[CH:32][C:33]([CH3:34])=[C:27]([C:24]4[N:25]=[N:26][C:21]([O:20][CH3:19])=[CH:22][CH:23]=4)[CH:28]=3)[CH2:7]2)[CH2:13]1.